The task is: Predict the product of the given reaction.. This data is from Forward reaction prediction with 1.9M reactions from USPTO patents (1976-2016). The product is: [CH:1]1([N:6]([C@H:20]2[CH2:25][CH2:24][C@H:23]([CH:26]([CH3:28])[CH3:27])[CH2:22][CH2:21]2)[C:7](=[O:19])[NH:8][C:9]2[S:10][C:11]([S:14][CH2:15][CH2:47][C:46]([OH:56])=[O:45])=[CH:12][N:13]=2)[CH2:2][CH2:3][CH2:4][CH2:5]1. Given the reactants [CH:1]1([N:6]([C@H:20]2[CH2:25][CH2:24][C@H:23]([CH2:26][CH3:27])[CH2:22][CH2:21]2)[C:7](=[O:19])[NH:8][C:9]2[S:10][C:11]([S:14][CH2:15]C(O)=O)=[CH:12][N:13]=2)[CH2:5][CH2:4][CH2:3][CH2:2]1.[CH:28]1(N[C@H]2CC[C@H](C(C)C)CC2)CCCC1.C([O:45][C:46](=[O:56])[CH2:47]CSC1SC(N)=NC=1)C, predict the reaction product.